Dataset: Forward reaction prediction with 1.9M reactions from USPTO patents (1976-2016). Task: Predict the product of the given reaction. (1) Given the reactants [C:1]([O:5][C:6]([C:8]1([C:19](=[O:24])[N:20]([O:22][CH3:23])[CH3:21])[CH:10]([C:11]2[CH:16]=[CH:15][CH:14]=[CH:13][CH:12]=2)[CH:9]1[CH2:17][OH:18])=[O:7])([CH3:4])([CH3:3])[CH3:2].[CH3:25]I, predict the reaction product. The product is: [C:1]([O:5][C:6]([C:8]1([C:19](=[O:24])[N:20]([O:22][CH3:23])[CH3:21])[CH:10]([C:11]2[CH:16]=[CH:15][CH:14]=[CH:13][CH:12]=2)[CH:9]1[CH2:17][O:18][CH3:25])=[O:7])([CH3:4])([CH3:3])[CH3:2]. (2) Given the reactants [CH:1]1([C:7]2[C:15]3[C:10](=[CH:11][C:12]([C:16]([O:18][CH3:19])=[O:17])=[CH:13][CH:14]=3)[NH:9][C:8]=2[C:20]2[CH:25]=[CH:24][CH:23]=[CH:22][CH:21]=2)[CH2:6][CH2:5][CH2:4][CH:3]=[CH:2]1, predict the reaction product. The product is: [CH:1]1([C:7]2[C:15]3[C:10](=[CH:11][C:12]([C:16]([O:18][CH3:19])=[O:17])=[CH:13][CH:14]=3)[NH:9][C:8]=2[C:20]2[CH:25]=[CH:24][CH:23]=[CH:22][CH:21]=2)[CH2:6][CH2:5][CH2:4][CH2:3][CH2:2]1. (3) The product is: [F:26][C:25]1[CH:24]=[CH:23][C:10]([CH2:11][C:12]2[C:21]3[C:16](=[CH:17][CH:18]=[CH:19][CH:20]=3)[C:15](=[O:22])[NH:14][N:13]=2)=[CH:9][C:8]=1[C:6]([N:4]1[CH2:3][CH:2]([NH:1][C:28]2[CH2:32][CH2:31][CH2:30][C:29]=2[C:33]([O:35][CH2:36][CH3:37])=[O:34])[CH2:5]1)=[O:7]. Given the reactants [NH2:1][CH:2]1[CH2:5][N:4]([C:6]([C:8]2[CH:9]=[C:10]([CH:23]=[CH:24][C:25]=2[F:26])[CH2:11][C:12]2[C:21]3[C:16](=[CH:17][CH:18]=[CH:19][CH:20]=3)[C:15](=[O:22])[NH:14][N:13]=2)=[O:7])[CH2:3]1.O=[C:28]1[CH2:32][CH2:31][CH2:30][CH:29]1[C:33]([O:35][CH2:36][CH3:37])=[O:34].C(O[BH-](OC(=O)C)OC(=O)C)(=O)C.[Na+], predict the reaction product. (4) The product is: [CH3:17][O:2][C:1]([CH2:4][O:5][C:6]1[C:7]([N+:14]([O-:16])=[O:15])=[CH:8][C:9]([CH3:13])=[N+:10]([O-:12])[CH:11]=1)=[O:3]. Given the reactants [C:1]([CH2:4][O:5][C:6]1[C:7]([N+:14]([O-:16])=[O:15])=[CH:8][C:9]([CH3:13])=[N+:10]([O-:12])[CH:11]=1)([OH:3])=[O:2].[C:17](=O)([O-])[O-].[K+].[K+].IC, predict the reaction product. (5) Given the reactants C(N)CCC.NO.Cl.[CH:9]#[C:10][C@H:11]([NH:21][C:22](=[O:29])[C:23]1[CH:28]=[CH:27][CH:26]=[CH:25][CH:24]=1)[CH2:12][CH2:13][CH2:14][CH2:15][CH2:16][CH2:17][CH2:18][CH2:19][CH3:20].Br[C:31]#[C:32][C@@H:33]([OH:36])[CH:34]=[CH2:35], predict the reaction product. The product is: [OH:36][C@H:33]([C:32]#[C:31][C:9]#[C:10][C@H:11]([NH:21][C:22](=[O:29])[C:23]1[CH:24]=[CH:25][CH:26]=[CH:27][CH:28]=1)[CH2:12][CH2:13][CH2:14][CH2:15][CH2:16][CH2:17][CH2:18][CH2:19][CH3:20])[CH:34]=[CH2:35]. (6) Given the reactants Cl.Cl.Cl.[O:4]1[C:8]2=[C:9]([N:13]3[CH2:18][CH2:17][N:16]([CH2:19][CH2:20][C@H:21]4[CH2:26][CH2:25][C@H:24]([NH2:27])[CH2:23][CH2:22]4)[CH2:15][CH2:14]3)[N:10]=[CH:11][CH:12]=[C:7]2[CH2:6][CH2:5]1.[CH3:28][O:29][C@H:30]1[CH2:34][CH2:33][C@H:32]([CH2:35][C:36](OC)=[O:37])[CH2:31]1, predict the reaction product. The product is: [O:4]1[C:8]2=[C:9]([N:13]3[CH2:18][CH2:17][N:16]([CH2:19][CH2:20][C@H:21]4[CH2:26][CH2:25][C@H:24]([NH:27][C:36](=[O:37])[CH2:35][C@H:32]5[CH2:33][CH2:34][C@H:30]([O:29][CH3:28])[CH2:31]5)[CH2:23][CH2:22]4)[CH2:15][CH2:14]3)[N:10]=[CH:11][CH:12]=[C:7]2[CH2:6][CH2:5]1. (7) Given the reactants C[N:2](C)[CH:3]=[CH:4][C:5]([C:7]1[C:12](=[O:13])[CH:11]=[CH:10][N:9]([C:14]2[CH:19]=[CH:18][CH:17]=[C:16]([C:20]([F:23])([F:22])[F:21])[CH:15]=2)[N:8]=1)=O.Cl.[CH3:26][O:27][C:28]1[CH:33]=[CH:32][C:31]([NH:34]N)=[CH:30][CH:29]=1.CCN(CC)CC, predict the reaction product. The product is: [CH3:26][O:27][C:28]1[CH:33]=[CH:32][C:31]([N:34]2[C:5]([C:7]3[C:12](=[O:13])[CH:11]=[CH:10][N:9]([C:14]4[CH:19]=[CH:18][CH:17]=[C:16]([C:20]([F:23])([F:22])[F:21])[CH:15]=4)[N:8]=3)=[CH:4][CH:3]=[N:2]2)=[CH:30][CH:29]=1.